From a dataset of Full USPTO retrosynthesis dataset with 1.9M reactions from patents (1976-2016). Predict the reactants needed to synthesize the given product. (1) Given the product [S:16]1[C:20]2[CH:21]=[CH:22][CH:23]=[CH:24][C:19]=2[C:18]([CH2:25][N:2]2[C:30]([C:29]3[CH:32]=[CH:33][CH:34]=[CH:35][C:28]=3[F:27])=[C:4]3[C:3]([N:8]([CH2:9][CH:10]([CH3:11])[CH3:12])[C:7](=[O:13])[N:6]([CH3:14])[C:5]3=[O:15])=[N:1]2)=[CH:17]1, predict the reactants needed to synthesize it. The reactants are: [NH:1]([C:3]1[N:8]([CH2:9][CH:10]([CH3:12])[CH3:11])[C:7](=[O:13])[N:6]([CH3:14])[C:5](=[O:15])[CH:4]=1)[NH2:2].[S:16]1[C:20]2[CH:21]=[CH:22][CH:23]=[CH:24][C:19]=2[C:18]([CH:25]=O)=[CH:17]1.[F:27][C:28]1[CH:35]=[CH:34][CH:33]=[CH:32][C:29]=1[CH:30]=O.N1CCCCC1. (2) Given the product [CH3:13][C:14]1([CH3:25])[CH:15]2[CH2:16][CH2:17][C:18]1([C:22]([NH:2][NH:1][C:3]1[CH:12]=[CH:11][CH:10]=[C:9]3[C:4]=1[CH:5]=[CH:6][CH:7]=[N:8]3)=[O:23])[C:19](=[O:20])[CH2:21]2, predict the reactants needed to synthesize it. The reactants are: [NH:1]([C:3]1[CH:12]=[CH:11][CH:10]=[C:9]2[C:4]=1[CH:5]=[CH:6][CH:7]=[N:8]2)[NH2:2].[CH3:13][C:14]1([CH3:25])[C:18]2([C:22](O)=[O:23])[C:19]([CH2:21][CH:15]1[CH2:16][CH2:17]2)=[O:20].